Dataset: Reaction yield outcomes from USPTO patents with 853,638 reactions. Task: Predict the reaction yield, written as a fraction of the theoretical maximum amount of product (1.0 means a 100% yield; for example, 0.34 means a 34% yield). (1) The reactants are [F:1][C:2]1[CH:42]=[C:41]([N+:43]([O-])=O)[CH:40]=[CH:39][C:3]=1[O:4][C:5]1[CH:10]=[CH:9][N:8]=[C:7]2[CH:11]=[C:12]([C:14]3[CH:38]=[CH:37][C:17]([CH2:18][N:19]([CH2:27][CH2:28][O:29][CH2:30][CH2:31][O:32][CH2:33][CH2:34][O:35][CH3:36])[C:20](=[O:26])[O:21][C:22]([CH3:25])([CH3:24])[CH3:23])=[CH:16][CH:15]=3)[S:13][C:6]=12.[Cl-].[NH4+]. The catalyst is CO.O.[Fe]. The product is [NH2:43][C:41]1[CH:40]=[CH:39][C:3]([O:4][C:5]2[CH:10]=[CH:9][N:8]=[C:7]3[CH:11]=[C:12]([C:14]4[CH:38]=[CH:37][C:17]([CH2:18][N:19]([CH2:27][CH2:28][O:29][CH2:30][CH2:31][O:32][CH2:33][CH2:34][O:35][CH3:36])[C:20](=[O:26])[O:21][C:22]([CH3:25])([CH3:23])[CH3:24])=[CH:16][CH:15]=4)[S:13][C:6]=23)=[C:2]([F:1])[CH:42]=1. The yield is 0.880. (2) The reactants are [C:1]([C:4]1([NH:10][C:11](=[O:21])[CH2:12][C:13]2[CH:18]=[CH:17][C:16]([O:19][CH3:20])=[CH:15][CH:14]=2)[CH2:9][CH2:8][CH2:7][CH2:6][CH2:5]1)(=O)[CH3:2].Cl[CH2:23]Cl.[H-].[Na+].IC. The catalyst is C(#N)C.O. The product is [CH3:20][O:19][C:16]1[CH:17]=[CH:18][C:13]([C:12]2[C:11](=[O:21])[N:10]([CH3:23])[C:4]3([CH2:9][CH2:8][CH2:7][CH2:6][CH2:5]3)[C:1]=2[CH3:2])=[CH:14][CH:15]=1. The yield is 0.620. (3) The reactants are C[O-].[Na+].[CH2:4]([C:8]([NH2:10])=[O:9])[C:5]([NH2:7])=[O:6].C(O[CH:14]=[CH:15][C:16](=O)[C:17]([F:20])([F:19])[F:18])C.Cl. The catalyst is CO. The product is [O:6]=[C:5]1[C:4]([C:8]([NH2:10])=[O:9])=[CH:14][CH:15]=[C:16]([C:17]([F:20])([F:19])[F:18])[NH:7]1. The yield is 0.830. (4) The reactants are [H-].[Al+3].[Li+].[H-].[H-].[H-].[N:7]1[CH:12]=[CH:11][C:10]([CH2:13][CH2:14][C:15](=[N:17]O)[CH3:16])=[CH:9][CH:8]=1.[OH-].[Na+].C(=O)(OC(C)(C)C)OC(C)(C)C. The catalyst is CCOCC.C(Cl)(Cl)Cl.C(OCC)(=O)C. The product is [NH2:17][CH:15]([CH3:16])[CH2:14][CH2:13][C:10]1[CH:9]=[CH:8][N:7]=[CH:12][CH:11]=1. The yield is 0.320. (5) The reactants are Br[C:2]1[CH:9]=[CH:8][C:5]([C:6]#[N:7])=[C:4]([NH:10][CH:11]([CH3:15])[CH2:12][O:13][CH3:14])[CH:3]=1.[CH3:16][O:17][C:18]1[CH:19]=[C:20]([CH:22]=[C:23]([O:27][CH3:28])[C:24]=1[O:25][CH3:26])[NH2:21].CC(C)([O-])C.[Na+].C1(C)C=CC=CC=1. The catalyst is C(OCC)(=O)C.O.C([O-])(=O)C.[Pd+2].C([O-])(=O)C.C1C=CC(P(C2C=CC=CC=2)[C-]2C=CC=C2)=CC=1.C1C=CC(P(C2C=CC=CC=2)[C-]2C=CC=C2)=CC=1.[Fe+2]. The product is [CH3:14][O:13][CH2:12][CH:11]([NH:10][C:4]1[CH:3]=[C:2]([NH:21][C:20]2[CH:22]=[C:23]([O:27][CH3:28])[C:24]([O:25][CH3:26])=[C:18]([O:17][CH3:16])[CH:19]=2)[CH:9]=[CH:8][C:5]=1[C:6]#[N:7])[CH3:15]. The yield is 0.880. (6) The reactants are Cl[C:2]1[CH:7]=[CH:6][C:5]([N+:8]([O-:10])=[O:9])=[CH:4][CH:3]=1.[OH:11][N:12]=[C:13]([O:15][CH2:16][CH3:17])[CH3:14].[OH-].[Na+].O. The catalyst is CN(C=O)C. The product is [N+:8]([C:5]1[CH:6]=[CH:7][C:2]([O:11][N:12]=[C:13]([O:15][CH2:16][CH3:17])[CH3:14])=[CH:3][CH:4]=1)([O-:10])=[O:9]. The yield is 0.985. (7) The product is [NH2:1][C:2]([C:4]1[CH:9]=[CH:8][C:7]([NH:10][CH:11]2[CH2:12][CH2:13][N:14]([C:17]([O:19][C:20]([CH3:23])([CH3:22])[CH3:21])=[O:18])[CH2:15][CH2:16]2)=[C:6]([Cl:24])[CH:5]=1)=[O:3]. The yield is 0.750. The catalyst is CC(O)C. The reactants are [NH2:1][C:2]([C:4]1[CH:9]=[CH:8][C:7]([NH:10][CH:11]2[CH2:16][CH2:15][N:14]([C:17]([O:19][C:20]([CH3:23])([CH3:22])[CH3:21])=[O:18])[CH2:13][CH2:12]2)=[CH:6][CH:5]=1)=[O:3].[Cl:24]N1C(=O)CCC1=O. (8) The reactants are [Br:1][C:2]1[CH:7]=[CH:6][C:5]([CH2:8][C:9]([C:11]2[CH:16]=[CH:15][C:14]([Cl:17])=[CH:13][C:12]=2[Cl:18])=[O:10])=[CH:4][CH:3]=1.[Br:19]Br. The catalyst is C1C=CC=CC=1. The product is [Br:19][CH:8]([C:5]1[CH:6]=[CH:7][C:2]([Br:1])=[CH:3][CH:4]=1)[C:9]([C:11]1[CH:16]=[CH:15][C:14]([Cl:17])=[CH:13][C:12]=1[Cl:18])=[O:10]. The yield is 0.940. (9) The reactants are [C:1]([Cl:4])(=O)C.[N+:5]([C:8]1[CH:17]=[C:16]2[C:11]([CH2:12][C@@H:13]([C:18]([OH:20])=[O:19])[NH:14][CH2:15]2)=[CH:10][CH:9]=1)([O-:7])=[O:6]. The catalyst is CO. The product is [ClH:4].[N+:5]([C:8]1[CH:17]=[C:16]2[C:11]([CH2:12][C@@H:13]([C:18]([O:20][CH3:1])=[O:19])[NH:14][CH2:15]2)=[CH:10][CH:9]=1)([O-:7])=[O:6]. The yield is 1.00. (10) The reactants are [C:1]([C:5]1[CH:10]=[CH:9][C:8]([N+:11]([O-:13])=[O:12])=[CH:7][CH:6]=1)([CH3:4])([CH3:3])[CH3:2].[Br:14]Br.S([O-])(O)=O.[Na+]. The catalyst is S(=O)(=O)(O)O.S([O-])([O-])(=O)=O.[Ag+2]. The product is [Br:14][C:10]1[CH:9]=[C:8]([N+:11]([O-:13])=[O:12])[CH:7]=[CH:6][C:5]=1[C:1]([CH3:4])([CH3:2])[CH3:3]. The yield is 0.980.